From a dataset of Forward reaction prediction with 1.9M reactions from USPTO patents (1976-2016). Predict the product of the given reaction. (1) Given the reactants [C:1]([NH:5][C:6]1[C:7]([CH:26]=O)=[N:8][C:9]2[C:14]([N:15]=1)=[C:13]([C:16]1[NH:24][C:23]3[CH2:22][CH2:21][NH:20][C:19](=[O:25])[C:18]=3[CH:17]=1)[CH:12]=[CH:11][CH:10]=2)([CH3:4])([CH3:3])[CH3:2].Cl.[NH2:29][OH:30].CO.C(Cl)Cl, predict the reaction product. The product is: [C:1]([NH:5][C:6]1[C:7](/[CH:26]=[N:29]/[OH:30])=[N:8][C:9]2[C:14]([N:15]=1)=[C:13]([C:16]1[NH:24][C:23]3[CH2:22][CH2:21][NH:20][C:19](=[O:25])[C:18]=3[CH:17]=1)[CH:12]=[CH:11][CH:10]=2)([CH3:3])([CH3:4])[CH3:2]. (2) The product is: [CH3:1][S:2][C:3]1[N:8]=[C:7]([NH:9][CH2:10][CH2:11][CH3:12])[C:6]([C:13]([NH:29][NH2:30])=[O:15])=[CH:5][N:4]=1. Given the reactants [CH3:1][S:2][C:3]1[N:8]=[C:7]([NH:9][CH2:10][CH2:11][CH3:12])[C:6]([C:13]([OH:15])=O)=[CH:5][N:4]=1.C(N1C=CN=C1)(N1C=CN=C1)=O.O.[NH2:29][NH2:30].O, predict the reaction product. (3) Given the reactants [CH3:1][O:2][C:3]1[CH:16]=[CH:15][C:6]([CH2:7][N:8]2[CH2:13][CH2:12][N:11]([CH3:14])[CH2:10][CH2:9]2)=[C:5]([N+:17]([O-])=O)[CH:4]=1.[H][H], predict the reaction product. The product is: [CH3:1][O:2][C:3]1[CH:16]=[CH:15][C:6]([CH2:7][N:8]2[CH2:9][CH2:10][N:11]([CH3:14])[CH2:12][CH2:13]2)=[C:5]([CH:4]=1)[NH2:17]. (4) Given the reactants [C:1]([O:5][C:6](=[O:25])[NH:7][CH:8]1[CH2:11][C:10]2([CH2:14][C:13](=[C:15]3[C:23]4[C:18](=[CH:19][CH:20]=[CH:21][CH:22]=4)[C:17](=O)[O:16]3)[CH2:12]2)[CH2:9]1)([CH3:4])([CH3:3])[CH3:2].O1CCOCC1.O.[NH2:33][NH2:34], predict the reaction product. The product is: [O:16]=[C:17]1[C:18]2[C:23](=[CH:22][CH:21]=[CH:20][CH:19]=2)[C:15]([CH:13]2[CH2:14][C:10]3([CH2:11][CH:8]([NH:7][C:6](=[O:25])[O:5][C:1]([CH3:4])([CH3:3])[CH3:2])[CH2:9]3)[CH2:12]2)=[N:34][NH:33]1. (5) Given the reactants [Cl:1][C:2]1[C:11]2[C:6](=[C:7]([F:12])[CH:8]=[CH:9][CH:10]=2)[N:5]=[C:4]([C:13]([O:15]CC)=O)[N:3]=1.[F:18][C:19]1[CH:24]=[CH:23][C:22]([Mg]Br)=[CH:21][CH:20]=1.C1COCC1.Cl.[Na+].[Cl-], predict the reaction product. The product is: [Cl:1][C:2]1[C:11]2[C:6](=[C:7]([F:12])[CH:8]=[CH:9][CH:10]=2)[N:5]=[C:4]([C:13]([C:22]2[CH:23]=[CH:24][C:19]([F:18])=[CH:20][CH:21]=2)=[O:15])[N:3]=1. (6) Given the reactants [C:1]([Si:5]([C:34]1[CH:39]=[CH:38][CH:37]=[CH:36][CH:35]=1)([C:28]1[CH:33]=[CH:32][CH:31]=[CH:30][CH:29]=1)[O:6][CH2:7][CH2:8][CH2:9][CH2:10][CH2:11][CH2:12][CH2:13][CH2:14][CH2:15][CH2:16][CH2:17][CH2:18][S:19]([C:22]1[CH:27]=[CH:26][CH:25]=[CH:24][CH:23]=1)(=[O:21])=[O:20])([CH3:4])([CH3:3])[CH3:2].[Li][CH2:41][CH2:42][CH2:43][CH3:44], predict the reaction product. The product is: [C:1]([Si:5]([C:34]1[CH:35]=[CH:36][CH:37]=[CH:38][CH:39]=1)([C:28]1[CH:29]=[CH:30][CH:31]=[CH:32][CH:33]=1)[O:6][CH2:7][CH2:8][CH2:9][CH2:10][CH2:11][CH2:12][CH2:13][CH2:14][CH2:15][CH2:16][CH2:17][CH:18]([S:19]([C:22]1[CH:27]=[CH:26][CH:25]=[CH:24][CH:23]=1)(=[O:21])=[O:20])[CH2:44][CH2:43][CH2:42][CH2:41]/[CH:41]=[CH:42]\[CH2:43]/[CH:44]=[CH:7]\[CH2:8]/[CH:9]=[CH:10]\[CH2:11]/[CH:12]=[CH:13]\[CH2:14][CH2:15][CH2:16][CH2:17][CH3:18])([CH3:4])([CH3:2])[CH3:3]. (7) Given the reactants C(O)(C(F)(F)F)=O.[Cl:8][C:9]1[CH:14]=[C:13]([C:15]2[CH:20]=[N:19][CH:18]=[C:17]([CH3:21])[N:16]=2)[CH:12]=[CH:11][C:10]=1[C:22]1[C:34](=[O:35])[N:33]([CH2:36][CH:37]2[CH2:42][CH2:41][N:40](C(OC(C)(C)C)=O)[CH2:39][CH2:38]2)[C:25]2[N:26]=[C:27]([NH:30][CH2:31][CH3:32])[N:28]=[CH:29][C:24]=2[CH:23]=1, predict the reaction product. The product is: [Cl:8][C:9]1[CH:14]=[C:13]([C:15]2[CH:20]=[N:19][CH:18]=[C:17]([CH3:21])[N:16]=2)[CH:12]=[CH:11][C:10]=1[C:22]1[C:34](=[O:35])[N:33]([CH2:36][CH:37]2[CH2:38][CH2:39][NH:40][CH2:41][CH2:42]2)[C:25]2[N:26]=[C:27]([NH:30][CH2:31][CH3:32])[N:28]=[CH:29][C:24]=2[CH:23]=1.